Dataset: Full USPTO retrosynthesis dataset with 1.9M reactions from patents (1976-2016). Task: Predict the reactants needed to synthesize the given product. (1) Given the product [CH2:30]([N:32]1[C:44]2[CH:43]=[CH:42][C:41]([NH:45][C:16]([C@@H:9]3[CH2:10][C:11](=[N:13][O:14][CH3:15])[CH2:12][N:8]3[C:6]([NH:19][C:22]3[CH:27]=[CH:26][CH:25]=[C:24]([O:28][CH3:29])[CH:23]=3)=[O:7])=[O:18])=[CH:40][C:39]=2[C:38]2[C:33]1=[CH:34][CH:35]=[CH:36][CH:37]=2)[CH3:31], predict the reactants needed to synthesize it. The reactants are: C(O[C:6]([N:8]1[CH2:12][C:11](=[N:13][O:14][CH3:15])[CH2:10][C@H:9]1[C:16]([OH:18])=O)=[O:7])(C)(C)C.[N:19]([C:22]1[CH:27]=[CH:26][CH:25]=[C:24]([O:28][CH3:29])[CH:23]=1)=C=O.[CH2:30]([N:32]1[C:44]2[CH:43]=[CH:42][C:41]([NH2:45])=[CH:40][C:39]=2[C:38]2[C:33]1=[CH:34][CH:35]=[CH:36][CH:37]=2)[CH3:31]. (2) The reactants are: C([O:4][C@H:5]1[CH2:22][CH2:21][C@@:20]2([CH3:23])[C@@H:7]([CH2:8][CH2:9][C@:10]3([CH3:51])[C@@H:19]2[CH2:18][CH2:17][C@H:16]2[C@@:11]3([CH3:50])[CH2:12][CH2:13][C@@:14]3([C:30]([N:32]4[CH2:36][CH2:35][CH2:34][C@H:33]4[C:37]4[NH:38][C:39]([C:42]5[CH:47]=[CH:46][C:45]([O:48][CH3:49])=[CH:44][CH:43]=5)=[CH:40][N:41]=4)=[O:31])[CH2:26][CH2:25][C@@H:24]([CH:27]([CH3:29])[CH3:28])[C@@H:15]32)[C:6]1([CH3:53])[CH3:52])(=O)C.C1COCC1.[OH-].[Na+]. Given the product [OH:4][C@H:5]1[CH2:22][CH2:21][C@@:20]2([CH3:23])[C@@H:7]([CH2:8][CH2:9][C@:10]3([CH3:51])[C@@H:19]2[CH2:18][CH2:17][C@H:16]2[C@@:11]3([CH3:50])[CH2:12][CH2:13][C@@:14]3([C:30]([N:32]4[CH2:36][CH2:35][CH2:34][C@H:33]4[C:37]4[NH:38][C:39]([C:42]5[CH:43]=[CH:44][C:45]([O:48][CH3:49])=[CH:46][CH:47]=5)=[CH:40][N:41]=4)=[O:31])[CH2:26][CH2:25][C@@H:24]([CH:27]([CH3:28])[CH3:29])[C@@H:15]32)[C:6]1([CH3:53])[CH3:52], predict the reactants needed to synthesize it. (3) Given the product [F:34][C:29]1[CH:30]=[CH:31][CH:32]=[CH:33][C:28]=1[CH:25]1[CH2:26][CH2:27][N:22]([C:20]([C:16]2[CH:17]=[CH:18][CH:19]=[C:14]([N:11]3[CH2:10][CH2:9][NH:8][CH2:13][CH2:12]3)[N:15]=2)=[O:21])[CH2:23][CH2:24]1, predict the reactants needed to synthesize it. The reactants are: C(OC([N:8]1[CH2:13][CH2:12][N:11]([C:14]2[CH:19]=[CH:18][CH:17]=[C:16]([C:20]([N:22]3[CH2:27][CH2:26][CH:25]([C:28]4[CH:33]=[CH:32][CH:31]=[CH:30][C:29]=4[F:34])[CH2:24][CH2:23]3)=[O:21])[N:15]=2)[CH2:10][CH2:9]1)=O)(C)(C)C.C(O)(C(F)(F)F)=O.C([O-])(O)=O.[Na+]. (4) The reactants are: Cl[C:2]1[CH:12]=[CH:11][C:5]([C:6]([O:8][CH2:9][CH3:10])=[O:7])=[CH:4][C:3]=1[N+:13]([O-:15])=[O:14].C([O-])([O-])=O.[K+].[K+].[CH3:22][CH:23]1[CH2:28][CH2:27][CH:26]([NH2:29])[CH2:25][CH2:24]1. Given the product [CH3:22][CH:23]1[CH2:28][CH2:27][CH:26]([NH:29][C:2]2[CH:12]=[CH:11][C:5]([C:6]([O:8][CH2:9][CH3:10])=[O:7])=[CH:4][C:3]=2[N+:13]([O-:15])=[O:14])[CH2:25][CH2:24]1, predict the reactants needed to synthesize it. (5) Given the product [Cl:1][C:2]1[CH:3]=[C:4]([C:12]2[CH:33]=[CH:32][C:15]3[NH:16][C:17]([NH:19][C:20]([C:22]4[N:23]=[C:24]5[CH:29]=[CH:28][C:27]([O:43][CH2:42][C@@H:41]([OH:40])[CH3:44])=[N:26][N:25]5[CH:31]=4)=[O:21])=[N:18][C:14]=3[CH:13]=2)[CH:5]=[CH:6][C:7]=1[C:8]([F:9])([F:11])[F:10], predict the reactants needed to synthesize it. The reactants are: [Cl:1][C:2]1[CH:3]=[C:4]([C:12]2[CH:33]=[CH:32][C:15]3[NH:16][C:17]([NH:19][C:20]([C:22]4[N:23]=[C:24]5[CH:29]=[CH:28][C:27](Cl)=[N:26][N:25]5[CH:31]=4)=[O:21])=[N:18][C:14]=3[CH:13]=2)[CH:5]=[CH:6][C:7]=1[C:8]([F:11])([F:10])[F:9].O1CCCCC1[O:40][C@@H:41]([CH3:44])[CH2:42][OH:43]. (6) The reactants are: [S:1]1[CH:5]=[CH:4][N:3]=[C:2]1[NH:6][C:7]1[C:15]2[C:10](=[CH:11][CH:12]=[C:13]([C:16]3[N:28]=[CH:27][CH:26]=[CH:25][C:17]=3[C:18]([O:20]C(C)(C)C)=[O:19])[CH:14]=2)[NH:9][N:8]=1.C(OCC)(=O)C.Cl. Given the product [S:1]1[CH:5]=[CH:4][N:3]=[C:2]1[NH:6][C:7]1[C:15]2[C:10](=[CH:11][CH:12]=[C:13]([C:16]3[N:28]=[CH:27][CH:26]=[CH:25][C:17]=3[C:18]([OH:20])=[O:19])[CH:14]=2)[NH:9][N:8]=1, predict the reactants needed to synthesize it. (7) Given the product [CH3:1][O:2][C:3]1[CH:4]=[C:5]2[C:10](=[CH:11][C:12]=1[O:13][CH3:14])[N:9]=[CH:8][N:7]=[C:6]2[O:15][C:16]1[CH:22]=[CH:21][C:19]([NH:20][C:41](=[O:47])[O:40][CH2:38][CH2:58][CH2:57][S:56][C:53]2[CH:54]=[CH:55][C:50]([CH3:49])=[CH:51][CH:52]=2)=[CH:18][CH:17]=1, predict the reactants needed to synthesize it. The reactants are: [CH3:1][O:2][C:3]1[CH:4]=[C:5]2[C:10](=[CH:11][C:12]=1[O:13][CH3:14])[N:9]=[CH:8][N:7]=[C:6]2[O:15][C:16]1[CH:22]=[CH:21][C:19]([NH2:20])=[CH:18][CH:17]=1.C1(C)C=CC=CC=1.C(N(CC)CC)C.Cl[C:38](Cl)([O:40][C:41](=[O:47])OC(Cl)(Cl)Cl)Cl.[CH3:49][C:50]1[CH:55]=[CH:54][C:53]([S:56][CH2:57][CH2:58]CO)=[CH:52][CH:51]=1.